From a dataset of Reaction yield outcomes from USPTO patents with 853,638 reactions. Predict the reaction yield, written as a fraction of the theoretical maximum amount of product (1.0 means a 100% yield; for example, 0.34 means a 34% yield). (1) The reactants are [CH3:1][O:2][C:3](=[O:19])[CH2:4][CH:5]([N:9]1[C:13]2[CH:14]=[CH:15][CH:16]=[CH:17][C:12]=2[NH:11][C:10]1=[O:18])[CH2:6][O:7][CH3:8].[I-].[CH3:21][N:22]1[C:30]2[C:25](=[C:26]([CH3:31])[CH:27]=[CH:28][CH:29]=2)[C:24]([CH2:32][N+](C)(C)C)=[CH:23]1.C([O-])([O-])=O.[K+].[K+].O. The catalyst is CN(C=O)C. The product is [CH3:1][O:2][C:3](=[O:19])[CH2:4][CH:5]([N:9]1[C:13]2[CH:14]=[CH:15][CH:16]=[CH:17][C:12]=2[N:11]([CH2:32][C:24]2[C:25]3[C:30](=[CH:29][CH:28]=[CH:27][C:26]=3[CH3:31])[N:22]([CH3:21])[CH:23]=2)[C:10]1=[O:18])[CH2:6][O:7][CH3:8]. The yield is 0.610. (2) The reactants are C[C:2]1([C:8]([OH:10])=[O:9])[CH2:7][CH2:6][CH2:5][CH2:4][CH2:3]1.[CH:11](NC(C)C)(C)C.[Li].[CH3:19][O:20][C:21](Cl)=[O:22]. The catalyst is C1COCC1. The product is [C:2]1([C:8]([O:10][CH3:11])=[O:9])([C:21]([O:20][CH3:19])=[O:22])[CH2:7][CH2:6][CH2:5][CH2:4][CH2:3]1. The yield is 0.990. (3) The reactants are [Br:1][C:2]1[C:14]2[C:13]3[C:8](=[CH:9][C:10]([C:15](O)([CH3:17])[CH3:16])=[CH:11][CH:12]=3)[NH:7][C:6]=2[C:5]([C:19]([NH2:21])=[O:20])=[CH:4][CH:3]=1.C([SiH](CC)CC)C.C(O)(C(F)(F)F)=O. The catalyst is C(Cl)Cl. The product is [Br:1][C:2]1[C:14]2[C:13]3[C:8](=[CH:9][C:10]([CH:15]([CH3:17])[CH3:16])=[CH:11][CH:12]=3)[NH:7][C:6]=2[C:5]([C:19]([NH2:21])=[O:20])=[CH:4][CH:3]=1. The yield is 0.980.